This data is from Forward reaction prediction with 1.9M reactions from USPTO patents (1976-2016). The task is: Predict the product of the given reaction. (1) Given the reactants [NH2:1][C:2]1[C:3]([O:14][CH3:15])=[N:4][C:5]2[C:10]([N:11]=1)=[CH:9][C:8]([O:12][CH3:13])=[CH:7][CH:6]=2.Cl[C:17]([O:19][CH2:20][CH3:21])=[O:18].N1C=CC=CC=1, predict the reaction product. The product is: [CH3:15][O:14][C:3]1[C:2]([NH:1][C:17](=[O:18])[O:19][CH2:20][CH3:21])=[N:11][C:10]2[C:5](=[CH:6][CH:7]=[C:8]([O:12][CH3:13])[CH:9]=2)[N:4]=1. (2) Given the reactants [C:1]([C:5]1[C:9]([Cl:10])=[C:8]([C:11]([O:13]CC)=[O:12])[N:7]([CH3:16])[N:6]=1)([CH3:4])([CH3:3])[CH3:2].[OH-].[Na+], predict the reaction product. The product is: [C:1]([C:5]1[C:9]([Cl:10])=[C:8]([C:11]([OH:13])=[O:12])[N:7]([CH3:16])[N:6]=1)([CH3:4])([CH3:2])[CH3:3]. (3) The product is: [C:1]([O:5][C:6]([N:8]1[CH2:13][CH2:12][N:11]([CH2:15][CH2:16][O:17][C:18]2[CH:23]=[CH:22][C:21]([F:24])=[CH:20][CH:19]=2)[CH2:10][CH2:9]1)=[O:7])([CH3:4])([CH3:2])[CH3:3]. Given the reactants [C:1]([O:5][C:6]([N:8]1[CH2:13][CH2:12][NH:11][CH2:10][CH2:9]1)=[O:7])([CH3:4])([CH3:3])[CH3:2].Br[CH2:15][CH2:16][O:17][C:18]1[CH:23]=[CH:22][C:21]([F:24])=[CH:20][CH:19]=1.C([O-])([O-])=O.[Cs+].[Cs+], predict the reaction product. (4) Given the reactants Cl[CH2:2][C:3]1[N:4]=[N:5][C:6]([C:9]2[CH:14]=[CH:13][C:12]([O:15][CH3:16])=[CH:11][C:10]=2[C:17]([F:20])([F:19])[F:18])=[CH:7][CH:8]=1.[F:21][C:22]1[C:27]([F:28])=[CH:26][CH:25]=[CH:24][C:23]=1[C:29]1[N:37]=[C:32]2[CH:33]=[N:34][NH:35][CH:36]=[C:31]2[N:30]=1.C([O-])([O-])=O.[K+].[K+].O, predict the reaction product. The product is: [F:21][C:22]1[C:27]([F:28])=[CH:26][CH:25]=[CH:24][C:23]=1[C:29]1[N:37]=[C:32]2[CH:33]=[N:34][N:35]([CH2:2][C:3]3[N:4]=[N:5][C:6]([C:9]4[CH:14]=[CH:13][C:12]([O:15][CH3:16])=[CH:11][C:10]=4[C:17]([F:20])([F:19])[F:18])=[CH:7][CH:8]=3)[CH:36]=[C:31]2[N:30]=1. (5) Given the reactants [CH3:1][NH2:2].[Cl:3][C:4]1[CH:9]=[C:8](Cl)[CH:7]=[C:6]([Cl:11])[N:5]=1, predict the reaction product. The product is: [Cl:3][C:4]1[CH:9]=[C:8]([NH:2][CH3:1])[CH:7]=[C:6]([Cl:11])[N:5]=1. (6) Given the reactants CS(O[CH:6]1[CH2:11][CH2:10][CH:9]([CH2:12][NH:13][C:14]([O:16][C:17]([CH3:20])([CH3:19])[CH3:18])=[O:15])[CH2:8][CH2:7]1)(=O)=O.C[S:22]([C:25]1N=[C:32]([C:34]([F:37])([F:36])[F:35])[CH:31]=[CH:30][C:26]=1C(O)=O)(=O)=O.[C:38]([O-])([O-])=O.[K+].[K+], predict the reaction product. The product is: [F:37][C:34]([F:35])([F:36])[C:32]1[CH:38]=[C:25]([S:22][CH:6]2[CH2:7][CH2:8][CH:9]([CH2:12][NH:13][C:14](=[O:15])[O:16][C:17]([CH3:18])([CH3:19])[CH3:20])[CH2:10][CH2:11]2)[CH:26]=[CH:30][CH:31]=1.